From a dataset of Full USPTO retrosynthesis dataset with 1.9M reactions from patents (1976-2016). Predict the reactants needed to synthesize the given product. Given the product [C:22]([CH:21]([C:20]1[CH:25]=[CH:24][C:28]([O:27][CH3:26])=[CH:18][CH:19]=1)[C:9]1([OH:15])[CH2:14][CH2:13][CH2:12][CH2:11][CH2:10]1)#[N:4], predict the reactants needed to synthesize it. The reactants are: C([N-:4]C(C)C)(C)C.[Li+].[C:9]1(=[O:15])[CH2:14][CH2:13][CH2:12][CH2:11][CH2:10]1.[NH4+].[Cl-].[CH3:18][CH2:19][CH2:20][CH2:21][CH2:22]C.[CH2:24]1[CH2:28][O:27][CH2:26][CH2:25]1.